Dataset: Full USPTO retrosynthesis dataset with 1.9M reactions from patents (1976-2016). Task: Predict the reactants needed to synthesize the given product. (1) Given the product [O:2]1[C:6]2[CH:7]=[CH:8][CH:9]=[C:10]([CH:11]3[CH2:12][CH2:13][NH:14][CH2:15][CH2:16]3)[C:5]=2[CH:4]=[CH:3]1, predict the reactants needed to synthesize it. The reactants are: Cl.[O:2]1[C:6]2[CH:7]=[CH:8][CH:9]=[C:10]([C:11]3[CH2:12][CH2:13][NH:14][CH2:15][CH:16]=3)[C:5]=2[CH:4]=[CH:3]1.BrC1C2C=COC=2C=CC=1.CC1(C)C(C)(C)OB(C2CCN(C(OC(C)(C)C)=O)CC=2)O1.C([O-])=O.[NH4+]. (2) Given the product [C:1]([O:5][C:6]([N:8]([C:28]1[N:33]=[C:32]([C:34]([F:35])([F:36])[F:37])[CH:31]=[CH:30][N:29]=1)[C:9]1[CH:10]=[C:11]([C:16]2[S:20][C:19]([CH2:21][C:22]([CH3:41])([CH3:27])[C:23]([O:25][CH3:26])=[O:24])=[N:18][CH:17]=2)[CH:12]=[C:13]([CH3:15])[CH:14]=1)=[O:7])([CH3:2])([CH3:3])[CH3:4], predict the reactants needed to synthesize it. The reactants are: [C:1]([O:5][C:6]([N:8]([C:28]1[N:33]=[C:32]([C:34]([F:37])([F:36])[F:35])[CH:31]=[CH:30][N:29]=1)[C:9]1[CH:10]=[C:11]([C:16]2[S:20][C:19]([CH2:21][C@@H:22]([CH3:27])[C:23]([O:25][CH3:26])=[O:24])=[N:18][CH:17]=2)[CH:12]=[C:13]([CH3:15])[CH:14]=1)=[O:7])([CH3:4])([CH3:3])[CH3:2].CI.[Li+].[CH3:41][Si]([N-][Si](C)(C)C)(C)C. (3) Given the product [Cl:9][C:5]1[CH:6]=[CH:7][CH:8]=[C:3]([Cl:2])[C:4]=1[C:10]1[CH:14]=[C:13]([C:15]2[CH:20]=[C:19]([NH:21][CH2:24][CH2:23][C:22]([N:26]3[CH2:31][CH2:30][O:29][CH2:28][CH2:27]3)=[O:25])[CH:18]=[CH:17][N:16]=2)[O:12][N:11]=1, predict the reactants needed to synthesize it. The reactants are: Cl.[Cl:2][C:3]1[CH:8]=[CH:7][CH:6]=[C:5]([Cl:9])[C:4]=1[C:10]1[CH:14]=[C:13]([C:15]2[CH:20]=[C:19]([NH2:21])[CH:18]=[CH:17][N:16]=2)[O:12][N:11]=1.[C:22]([N:26]1[CH2:31][CH2:30][O:29][CH2:28][CH2:27]1)(=[O:25])[CH:23]=[CH2:24]. (4) Given the product [O:1]1[CH2:6][CH2:5][CH2:4][CH2:3][CH:2]1[O:7][C:8]1[CH:13]=[CH:12][C:11]([O:14][CH:15]2[CH2:20][CH2:19][CH2:18][CH2:17][O:16]2)=[CH:10][C:9]=1[C:21](=[O:23])[CH:22]=[CH:28][C:27]1[CH:30]=[CH:31][C:32]([Cl:33])=[C:25]([Cl:24])[CH:26]=1, predict the reactants needed to synthesize it. The reactants are: [O:1]1[CH2:6][CH2:5][CH2:4][CH2:3][CH:2]1[O:7][C:8]1[CH:13]=[CH:12][C:11]([O:14][CH:15]2[CH2:20][CH2:19][CH2:18][CH2:17][O:16]2)=[CH:10][C:9]=1[C:21](=[O:23])[CH3:22].[Cl:24][C:25]1[CH:26]=[C:27]([CH:30]=[CH:31][C:32]=1[Cl:33])[CH:28]=O.O.O.O.O.O.O.O.O.[OH-].[Ba+2].[OH-]. (5) Given the product [C:20]([O:19][C:17](=[O:18])[NH:16][CH:13]1[CH2:12][CH2:11][CH:10]([NH:9][C:8]([NH:37][C@@H:34]2[CH2:35][CH2:36][N:32]([CH2:25][C:26]3[CH:31]=[CH:30][CH:29]=[CH:28][CH:27]=3)[CH2:33]2)=[O:24])[CH2:15][CH2:14]1)([CH3:21])([CH3:22])[CH3:23], predict the reactants needed to synthesize it. The reactants are: C1(O[C:8](=[O:24])[NH:9][CH:10]2[CH2:15][CH2:14][CH:13]([NH:16][C:17]([O:19][C:20]([CH3:23])([CH3:22])[CH3:21])=[O:18])[CH2:12][CH2:11]2)C=CC=CC=1.[CH2:25]([N:32]1[CH2:36][CH2:35][C@@H:34]([NH2:37])[CH2:33]1)[C:26]1[CH:31]=[CH:30][CH:29]=[CH:28][CH:27]=1. (6) Given the product [C:1]12([CH2:11][C:12]([NH:14][C:15]3[C:24]([CH3:25])=[CH:23][CH:22]=[C:21]4[C:16]=3[CH:17]=[CH:18][C:19]([NH:26][CH2:27][CH2:28][CH2:29][NH:30][CH3:31])=[N:20]4)=[O:13])[CH2:10][CH:5]3[CH2:4][CH:3]([CH2:9][CH:7]([CH2:6]3)[CH2:8]1)[CH2:2]2, predict the reactants needed to synthesize it. The reactants are: [C:1]12([CH2:11][C:12]([NH:14][C:15]3[C:24]([CH3:25])=[CH:23][CH:22]=[C:21]4[C:16]=3[CH:17]=[CH:18][C:19]([NH:26][CH2:27][CH2:28][CH2:29][N:30](C)[C:31](=O)OC(C)(C)C)=[N:20]4)=[O:13])[CH2:10][CH:5]3[CH2:6][CH:7]([CH2:9][CH:3]([CH2:4]3)[CH2:2]1)[CH2:8]2.Cl. (7) Given the product [CH3:7][C:2]([O:8][CH2:9][C:10](=[O:22])[CH3:12])([CH3:1])[C:3]([O:5][CH3:6])=[O:4], predict the reactants needed to synthesize it. The reactants are: [CH3:1][C:2]([O:8][CH2:9][C:10]([CH3:12])=C)([CH3:7])[C:3]([O:5][CH3:6])=[O:4].N1C(C)=CC=CC=1C.I([O-])(=O)(=O)=[O:22].[Na+]. (8) The reactants are: C([N:8]1[CH2:17][CH2:16][C:15]2[CH:14]=[C:13]([Cl:18])[N:12]=[N:11][C:10]=2[CH2:9]1)C1C=CC=CC=1.ClC(OC(Cl)C)=O. Given the product [Cl:18][C:13]1[N:12]=[N:11][C:10]2[CH2:9][NH:8][CH2:17][CH2:16][C:15]=2[CH:14]=1, predict the reactants needed to synthesize it. (9) Given the product [CH3:3][C:4]1([CH3:19])[CH2:9][CH2:8][CH:7]([C:10](=[O:18])[CH:11]=[CH:23][C:22]2[C:25]([C:29]3[N:30]=[CH:31][N:32]([C:34]([C:35]4[CH:36]=[CH:37][CH:38]=[CH:39][CH:40]=4)([C:47]4[CH:48]=[CH:49][CH:50]=[CH:51][CH:52]=4)[C:41]4[CH:46]=[CH:45][CH:44]=[CH:43][CH:42]=4)[CH:33]=3)=[CH:26][CH:27]=[CH:28][C:21]=2[F:20])[CH2:6][CH2:5]1, predict the reactants needed to synthesize it. The reactants are: [H-].[Na+].[CH3:3][C:4]1([CH3:19])[CH2:9][CH2:8][CH:7]([C:10](=[O:18])[CH2:11]P(=O)(OC)OC)[CH2:6][CH2:5]1.[F:20][C:21]1[CH:28]=[CH:27][CH:26]=[C:25]([C:29]2[N:30]=[CH:31][N:32]([C:34]([C:47]3[CH:52]=[CH:51][CH:50]=[CH:49][CH:48]=3)([C:41]3[CH:46]=[CH:45][CH:44]=[CH:43][CH:42]=3)[C:35]3[CH:40]=[CH:39][CH:38]=[CH:37][CH:36]=3)[CH:33]=2)[C:22]=1[CH:23]=O.